This data is from Catalyst prediction with 721,799 reactions and 888 catalyst types from USPTO. The task is: Predict which catalyst facilitates the given reaction. (1) Reactant: [ClH:1].C(OC(N1[C@@H](C)CC[C@H]1C1NC(C2C=CC([C:26]3[CH:27]=[C:28]4[C:33](=[CH:34][CH:35]=3)[N:32]=[C:31](C3NC([C@@H]5CC[C@H](C)N5C(OC(C)(C)C)=O)=NC=3)[CH:30]=[CH:29]4)=CC=2)=CN=1)=O)(C)(C)C. Product: [ClH:1].[N:32]1[C:33]2[C:28](=[CH:27][CH:26]=[CH:35][CH:34]=2)[CH:29]=[CH:30][CH:31]=1. The catalyst class is: 12. (2) Reactant: C(O[C:6]([N:8]1[CH2:13][CH2:12][N:11]([C:14]2[S:15][C:16]([CH3:28])=[C:17]([C:19]3[CH:24]=[CH:23][C:22]([C:25]([OH:27])=[O:26])=[CH:21][CH:20]=3)[N:18]=2)[CH2:10][CH2:9]1)=O)(C)(C)C.CC(O)=O.C(O[Na])(C)=O.C=O.[BH3-]C#N.[Na+]. Product: [CH3:28][C:16]1[S:15][C:14]([N:11]2[CH2:10][CH2:9][N:8]([CH3:6])[CH2:13][CH2:12]2)=[N:18][C:17]=1[C:19]1[CH:24]=[CH:23][C:22]([C:25]([OH:27])=[O:26])=[CH:21][CH:20]=1. The catalyst class is: 89. (3) Reactant: [C:1]([C:3]1([C:14]2[CH:15]=[N:16][C:17]([CH3:20])=[N:18][CH:19]=2)[CH2:8][C:7](C(OC)=O)=[C:6]([OH:13])[CH2:5][CH2:4]1)#[N:2].[Na+].[Cl-].O. Product: [CH3:20][C:17]1[N:16]=[CH:15][C:14]([C:3]2([C:1]#[N:2])[CH2:4][CH2:5][C:6](=[O:13])[CH2:7][CH2:8]2)=[CH:19][N:18]=1. The catalyst class is: 16. (4) Reactant: F[P-](F)(F)(F)(F)F.C[N+](C)=C(N(C)C)ON1C2N=CC=CC=2N=N1.[NH2:25][C:26]1[N:35]=[C:34]([N:36]2[CH2:41][CH2:40][N:39]([CH3:42])[CH2:38][CH2:37]2)[C:33]2[C:28](=[CH:29][C:30]([C:43](O)=[O:44])=[CH:31][CH:32]=2)[N:27]=1.C(N(CC)C(C)C)(C)C.[CH:55]1[C:64]2[C:59](=[CH:60][CH:61]=[CH:62][CH:63]=2)[CH:58]=[CH:57][C:56]=1[C@H:65]([NH2:67])[CH3:66]. Product: [NH2:25][C:26]1[N:35]=[C:34]([N:36]2[CH2:41][CH2:40][N:39]([CH3:42])[CH2:38][CH2:37]2)[C:33]2[C:28](=[CH:29][C:30]([C:43]([NH:67][C@@H:65]([C:56]3[CH:57]=[CH:58][C:59]4[C:64](=[CH:63][CH:62]=[CH:61][CH:60]=4)[CH:55]=3)[CH3:66])=[O:44])=[CH:31][CH:32]=2)[N:27]=1. The catalyst class is: 9. (5) Reactant: [Li]CCCC.Br[C:7]1[CH:12]=[CH:11][CH:10]=[CH:9][C:8]=1[O:13][CH3:14].[CH3:15][Sn:16](Cl)([CH3:18])[CH3:17]. The catalyst class is: 27. Product: [CH3:15][Sn:16]([CH3:18])([CH3:17])[C:7]1[CH:12]=[CH:11][CH:10]=[CH:9][C:8]=1[O:13][CH3:14].